This data is from Catalyst prediction with 721,799 reactions and 888 catalyst types from USPTO. The task is: Predict which catalyst facilitates the given reaction. Reactant: [CH2:1]([N:8]1[CH:17]([C:18]([O:20]C)=[O:19])[CH2:16][C:15]2[C:10](=[CH:11][CH:12]=[C:13]([F:22])[CH:14]=2)[CH2:9]1)[C:2]1[CH:7]=[CH:6][CH:5]=[CH:4][CH:3]=1.[OH-].[Li+].O.[Cl-].[NH4+]. Product: [CH2:1]([N:8]1[CH:17]([C:18]([OH:20])=[O:19])[CH2:16][C:15]2[C:10](=[CH:11][CH:12]=[C:13]([F:22])[CH:14]=2)[CH2:9]1)[C:2]1[CH:3]=[CH:4][CH:5]=[CH:6][CH:7]=1. The catalyst class is: 1.